From a dataset of Experimentally validated miRNA-target interactions with 360,000+ pairs, plus equal number of negative samples. Binary Classification. Given a miRNA mature sequence and a target amino acid sequence, predict their likelihood of interaction. (1) The miRNA is hsa-miR-195-5p with sequence UAGCAGCACAGAAAUAUUGGC. The protein sequence of the target gene is MSDCCSAPGISWEAGVGRPAVPGLELQIRRGAMSEETVSESQFSLKTAALRVFDLPLTWYYSLSQIKFSPVAKKLFVVTAVSAISVIFLAHHFKRKRGKKKGKILPWEPEHLILEYTKRAASDKGSSCSSSRQNLTLSLSSTKDKGSQVCNYANGGLFSKYSGSAQSLASVQSVNSCHSCACGNSNSWDKADEDDIKLVNIPVTTPENLYLMGMELFEEALRRWEQALTFRNRQAEDEACGSIKLGAGDAIAEENVDDIISTEFIHKLEALLQRAYRLQEEFEATLGASDPNSLADDIDK.... Result: 1 (interaction). (2) The miRNA is hsa-miR-551b-3p with sequence GCGACCCAUACUUGGUUUCAG. The protein sequence of the target gene is MDMHCKADPFSAMHRHGGVNQLGGVFVNGRPLPDVVRQRIVELAHQGVRPCDISRQLRVSHGCVSKILGRYYETGSIKPGVIGGSKPKVATPKVVDKIAEYKRQNPTMFAWEIRDRLLAEGICDNDTVPSVSSINRIIRTKVQQPFHPTPDGAGTGVTAPGHTIVPSTASPPVSSASNDPVGSYSINGILGIPRSNGEKRKREEVEVYTDPAHIRGGGGLHLVWTLRDVSEGSVPNGDSQSGVDSLRKHLRADTFTQQQLEALDRVFERPSYPDVFQASEHIKSEQGNEYSLPALTPGLD.... Result: 0 (no interaction).